Dataset: Reaction yield outcomes from USPTO patents with 853,638 reactions. Task: Predict the reaction yield, written as a fraction of the theoretical maximum amount of product (1.0 means a 100% yield; for example, 0.34 means a 34% yield). (1) The reactants are [F:1][C:2]1[CH:3]=[C:4]([CH:8]2[O:13][CH:12](O)[CH:11]([CH2:15][CH2:16][CH3:17])[CH2:10][CH2:9]2)[CH:5]=[CH:6][CH:7]=1.O=P12OP3(OP(OP(O3)(O1)=O)(=O)O2)=O.C(=O)(O)[O-].[Na+]. The catalyst is C1(C)C=CC=CC=1. The product is [F:1][C:2]1[CH:3]=[C:4]([CH:8]2[CH2:9][CH2:10][C:11]([CH2:15][CH2:16][CH3:17])=[CH:12][O:13]2)[CH:5]=[CH:6][CH:7]=1. The yield is 0.896. (2) The reactants are C(OC([NH:8][C@@H:9]([CH2:25][C:26]1[CH:31]=[CH:30][C:29]([OH:32])=[C:28]([OH:33])[CH:27]=1)[C:10]([O:12][CH2:13][C@H:14]([O:16][C:17]([C:19]1[CH:24]=[CH:23][CH:22]=[CH:21][CH:20]=1)=[O:18])[CH3:15])=[O:11])=O)(C)(C)C.[ClH:34]. The catalyst is O1CCOCC1. The product is [ClH:34].[NH2:8][C@@H:9]([CH2:25][C:26]1[CH:31]=[CH:30][C:29]([OH:32])=[C:28]([OH:33])[CH:27]=1)[C:10]([O:12][CH2:13][C@H:14]([O:16][C:17]([C:19]1[CH:24]=[CH:23][CH:22]=[CH:21][CH:20]=1)=[O:18])[CH3:15])=[O:11]. The yield is 0.870. (3) The reactants are C([O:3][C:4](=[O:16])[C:5]([S:8]([CH:11]1[CH2:15][CH2:14][CH2:13][CH2:12]1)(=[O:10])=[O:9])([CH3:7])[CH3:6])C.O.[OH-].[Li+]. The catalyst is O1CCOCC1.O.O. The product is [CH:11]1([S:8]([C:5]([CH3:7])([CH3:6])[C:4]([OH:16])=[O:3])(=[O:10])=[O:9])[CH2:12][CH2:13][CH2:14][CH2:15]1. The yield is 0.920. (4) The reactants are [CH3:1][O:2][C:3]1[C:8]2[N:9]=[CH:10][S:11][C:7]=2[CH:6]=[CH:5][CH:4]=1.[Li]CCCC.[C:17]([O:21][C:22](=[O:32])[NH:23][CH:24]1[CH2:29][CH2:28][CH:27]([CH:30]=[O:31])[CH2:26][CH2:25]1)([CH3:20])([CH3:19])[CH3:18]. The catalyst is C1COCC1. The product is [C:17]([O:21][C:22](=[O:32])[NH:23][C@H:24]1[CH2:25][CH2:26][C@H:27]([CH:30]([OH:31])[C:10]2[S:11][C:7]3[CH:6]=[CH:5][CH:4]=[C:3]([O:2][CH3:1])[C:8]=3[N:9]=2)[CH2:28][CH2:29]1)([CH3:20])([CH3:18])[CH3:19]. The yield is 0.530. (5) The reactants are [OH:1][C@@:2]1([C:13]2[S:14][C:15]([C:18]3[CH:23]=[C:22]([NH:24][C:25]4[N:30]=[C:29]([C:31]([F:34])([F:33])[F:32])[CH:28]=[CH:27][N:26]=4)[CH:21]=[C:20]([CH3:35])[CH:19]=3)=[CH:16][N:17]=2)[CH2:7][CH2:6][C@@H:5]([C:8]([OH:10])=[O:9])[C:4]([CH3:12])([CH3:11])[CH2:3]1.S(=O)(=O)(O)O.[CH3:41]O. The catalyst is O. The product is [OH:1][C@@:2]1([C:13]2[S:14][C:15]([C:18]3[CH:23]=[C:22]([NH:24][C:25]4[N:30]=[C:29]([C:31]([F:33])([F:34])[F:32])[CH:28]=[CH:27][N:26]=4)[CH:21]=[C:20]([CH3:35])[CH:19]=3)=[CH:16][N:17]=2)[CH2:7][CH2:6][C@@H:5]([C:8]([O:10][CH3:41])=[O:9])[C:4]([CH3:11])([CH3:12])[CH2:3]1. The yield is 0.830. (6) The reactants are O1CCOCC1.Cl[C:8]1[CH:13]=[C:12]([CH:14]([S:23][C:24]2[CH:29]=[CH:28][C:27]([Cl:30])=[CH:26][CH:25]=2)[C:15]2[CH:20]=[C:19]([F:21])[CH:18]=[CH:17][C:16]=2[F:22])[C:11]([Cl:31])=[CH:10][N:9]=1.[CH3:32][O:33][C:34]1[CH:35]=[C:36]([CH:39]=[CH:40][C:41]=1[O:42][CH3:43])[CH2:37][NH2:38]. The catalyst is CCCCCC. The product is [Cl:31][C:11]1[C:12]([CH:14]([S:23][C:24]2[CH:25]=[CH:26][C:27]([Cl:30])=[CH:28][CH:29]=2)[C:15]2[CH:20]=[C:19]([F:21])[CH:18]=[CH:17][C:16]=2[F:22])=[CH:13][C:8]([NH:38][CH2:37][C:36]2[CH:39]=[CH:40][C:41]([O:42][CH3:43])=[C:34]([O:33][CH3:32])[CH:35]=2)=[N:9][CH:10]=1. The yield is 0.490. (7) The reactants are C(C1COC(=O)N1[C:14](=[O:33])[CH:15]([CH2:27][CH:28]1[CH2:32][CH2:31][CH2:30][CH2:29]1)[CH2:16][N:17]([O:20][CH:21]1[CH2:26][CH2:25][CH2:24][CH2:23][O:22]1)[CH:18]=[O:19])C1C=CC=CC=1.C1C[O:37]CC1.O.OO. The catalyst is [Cl-].[Na+].O. The product is [CH:28]1([CH2:27][CH:15]([CH2:16][N:17]([CH:18]=[O:19])[O:20][CH:21]2[CH2:26][CH2:25][CH2:24][CH2:23][O:22]2)[C:14]([OH:33])=[O:37])[CH2:29][CH2:30][CH2:31][CH2:32]1. The yield is 0.500.